This data is from Reaction yield outcomes from USPTO patents with 853,638 reactions. The task is: Predict the reaction yield, written as a fraction of the theoretical maximum amount of product (1.0 means a 100% yield; for example, 0.34 means a 34% yield). The reactants are C([O:4][C@H:5]([CH3:23])[CH2:6][CH2:7][CH2:8][CH2:9][N:10]1[C:18]2[N:17]=[CH:16][N:15]([CH3:19])[C:14]=2[C:13](=[O:20])[N:12]([CH3:21])[C:11]1=[O:22])(=O)C.Cl.C(OCC)C. The catalyst is CO. The product is [OH:4][C@H:5]([CH3:23])[CH2:6][CH2:7][CH2:8][CH2:9][N:10]1[C:18]2[N:17]=[CH:16][N:15]([CH3:19])[C:14]=2[C:13](=[O:20])[N:12]([CH3:21])[C:11]1=[O:22]. The yield is 0.850.